This data is from Full USPTO retrosynthesis dataset with 1.9M reactions from patents (1976-2016). The task is: Predict the reactants needed to synthesize the given product. (1) Given the product [F:34][C:31]1[CH:32]=[CH:33][C:28]([N:12]2[CH2:11][CH2:10][CH:9]([N:7]3[CH:8]=[C:3]([O:2][CH3:1])[C:4](=[O:26])[C:5]([C:15]4[N:19]([C:20]5[CH:25]=[CH:24][CH:23]=[CH:22][CH:21]=5)[N:18]=[CH:17][CH:16]=4)=[N:6]3)[CH2:14][CH2:13]2)=[CH:29][CH:30]=1, predict the reactants needed to synthesize it. The reactants are: [CH3:1][O:2][C:3]1[C:4](=[O:26])[C:5]([C:15]2[N:19]([C:20]3[CH:25]=[CH:24][CH:23]=[CH:22][CH:21]=3)[N:18]=[CH:17][CH:16]=2)=[N:6][N:7]([CH:9]2[CH2:14][CH2:13][NH:12][CH2:11][CH2:10]2)[CH:8]=1.Br[C:28]1[CH:33]=[CH:32][C:31]([F:34])=[CH:30][CH:29]=1.C1(P(C2CCCCC2)C2C=CC=CC=2C2C(C(C)C)=CC(C(C)C)=CC=2C(C)C)CCCCC1.CC(C)([O-])C.[Na+]. (2) Given the product [S:42]1[C:38]([NH:37][S:36]([C:32]2[C:33]([F:35])=[CH:34][C:29]([O:28][C:22]3[CH:23]=[CH:24][C:25]([Cl:27])=[CH:26][C:21]=3[C:18]3[CH:19]=[CH:20][C:15]4[O:14][N:13]=[C:12]([NH:4][C:1](=[O:3])[CH3:2])[C:16]=4[CH:17]=3)=[C:30]([F:56])[CH:31]=2)(=[O:54])=[O:55])=[N:39][CH:40]=[N:41]1, predict the reactants needed to synthesize it. The reactants are: [C:1]([N:4]([C:12]1[C:16]2[CH:17]=[C:18]([C:21]3[CH:26]=[C:25]([Cl:27])[CH:24]=[CH:23][C:22]=3[O:28][C:29]3[CH:34]=[C:33]([F:35])[C:32]([S:36](=[O:55])(=[O:54])[N:37](CC4C=CC(OC)=CC=4OC)[C:38]4[S:42][N:41]=[CH:40][N:39]=4)=[CH:31][C:30]=3[F:56])[CH:19]=[CH:20][C:15]=2[O:14][N:13]=1)C(=O)OC(C)(C)C)(=[O:3])[CH3:2].FC(F)(F)C(O)=O. (3) Given the product [CH3:29][N:15]([S:12]([C:4]1[CH:5]=[C:6]([C:8]([F:9])([F:10])[F:11])[CH:7]=[C:2]([N:30]2[CH2:34][CH2:33][CH2:32][CH2:31]2)[CH:3]=1)(=[O:13])=[O:14])[C@@H:16]1[CH2:24][CH2:23][CH2:22][C:21]2[N:20]([CH2:25][C:26]([OH:28])=[O:27])[N:19]=[CH:18][C:17]1=2, predict the reactants needed to synthesize it. The reactants are: F[C:2]1[CH:3]=[C:4]([S:12]([N:15]([CH3:29])[C@@H:16]2[CH2:24][CH2:23][CH2:22][C:21]3[N:20]([CH2:25][C:26]([OH:28])=[O:27])[N:19]=[CH:18][C:17]2=3)(=[O:14])=[O:13])[CH:5]=[C:6]([C:8]([F:11])([F:10])[F:9])[CH:7]=1.[NH:30]1[CH2:34][CH2:33][CH2:32][CH2:31]1.C(O)(=O)C. (4) Given the product [CH3:22][O:21][C:13]1[CH:14]=[C:15]([N+:18]([O-:20])=[O:19])[CH:16]=[CH:17][C:12]=1[O:1][CH2:2][CH2:3][N:4]1[CH2:8][CH2:7][CH2:6][CH2:5]1, predict the reactants needed to synthesize it. The reactants are: [OH:1][CH2:2][CH2:3][N:4]1[CH2:8][CH2:7][CH2:6][CH2:5]1.[H-].[Na+].Cl[C:12]1[CH:17]=[CH:16][C:15]([N+:18]([O-:20])=[O:19])=[CH:14][C:13]=1[O:21][CH3:22].